Dataset: NCI-60 drug combinations with 297,098 pairs across 59 cell lines. Task: Regression. Given two drug SMILES strings and cell line genomic features, predict the synergy score measuring deviation from expected non-interaction effect. (1) Drug 1: CC1C(C(CC(O1)OC2CC(CC3=C2C(=C4C(=C3O)C(=O)C5=C(C4=O)C(=CC=C5)OC)O)(C(=O)CO)O)N)O.Cl. Drug 2: COC1=C(C=C2C(=C1)N=CN=C2NC3=CC(=C(C=C3)F)Cl)OCCCN4CCOCC4. Cell line: MCF7. Synergy scores: CSS=-3.07, Synergy_ZIP=-0.176, Synergy_Bliss=-2.94, Synergy_Loewe=-5.29, Synergy_HSA=-4.83. (2) Drug 1: CC1OCC2C(O1)C(C(C(O2)OC3C4COC(=O)C4C(C5=CC6=C(C=C35)OCO6)C7=CC(=C(C(=C7)OC)O)OC)O)O. Drug 2: CCN(CC)CCCC(C)NC1=C2C=C(C=CC2=NC3=C1C=CC(=C3)Cl)OC. Cell line: U251. Synergy scores: CSS=53.5, Synergy_ZIP=-7.91, Synergy_Bliss=-4.75, Synergy_Loewe=-9.26, Synergy_HSA=-1.92.